Dataset: Reaction yield outcomes from USPTO patents with 853,638 reactions. Task: Predict the reaction yield, written as a fraction of the theoretical maximum amount of product (1.0 means a 100% yield; for example, 0.34 means a 34% yield). (1) The reactants are [CH3:1][C:2]1[CH:7]=[C:6]([CH3:8])[NH:5][C:4](=[O:9])[C:3]=1[CH2:10][NH:11][C:12]([C:14]1[C:15]2[CH:32]=[N:31][N:30]([CH:33]3[CH2:38][CH2:37][NH:36][CH2:35][CH2:34]3)[C:16]=2[N:17]=[C:18]([C:20]2[CH2:21][C:22]([CH3:29])([CH3:28])[NH:23][C:24]([CH3:27])([CH3:26])[CH:25]=2)[CH:19]=1)=[O:13].C([O-])([O-])=O.[K+].[K+].[CH2:45](Br)[C:46]1[CH:51]=[CH:50][CH:49]=[CH:48][CH:47]=1.O. The catalyst is CN(C=O)C.C(Cl)Cl. The product is [CH2:45]([N:36]1[CH2:37][CH2:38][CH:33]([N:30]2[C:16]3[N:17]=[C:18]([C:20]4[CH2:21][C:22]([CH3:28])([CH3:29])[NH:23][C:24]([CH3:26])([CH3:27])[CH:25]=4)[CH:19]=[C:14]([C:12]([NH:11][CH2:10][C:3]4[C:4](=[O:9])[NH:5][C:6]([CH3:8])=[CH:7][C:2]=4[CH3:1])=[O:13])[C:15]=3[CH:32]=[N:31]2)[CH2:34][CH2:35]1)[C:46]1[CH:51]=[CH:50][CH:49]=[CH:48][CH:47]=1. The yield is 0.213. (2) The reactants are [C:1]([C:3]1[CH:4]=[C:5]2[C:9](=[CH:10][CH:11]=1)[NH:8][CH:7]=[CH:6]2)#[N:2].[H-].[Na+].Br[CH2:15][CH2:16][CH2:17][CH2:18][CH2:19][B:20]([OH:22])[OH:21]. The catalyst is CN(C)C=O. The product is [C:1]([C:3]1[CH:4]=[C:5]2[C:9](=[CH:10][CH:11]=1)[N:8]([CH2:15][CH2:16][CH2:17][CH2:18][CH2:19][B:20]([OH:22])[OH:21])[CH:7]=[CH:6]2)#[N:2]. The yield is 0.520. (3) The reactants are [CH3:1][N:2]1[C:11]2[C:6](=[CH:7][C:8]([C:18]#[N:19])=[C:9]([C:12]3[CH:13]=[N:14][N:15]([CH3:17])[CH:16]=3)[CH:10]=2)[N:5]([C:20]2[C:24]3[CH2:25][NH:26][CH2:27][CH2:28][C:23]=3[N:22]([CH:29]3[CH2:34][CH2:33][O:32][CH2:31][CH2:30]3)[N:21]=2)[CH2:4][CH:3]1[CH3:35].C(N(CC)CC)C.[C:43](OC(=O)C)(=[O:45])[CH3:44]. The catalyst is C(Cl)Cl. The product is [C:43]([N:26]1[CH2:27][CH2:28][C:23]2[N:22]([CH:29]3[CH2:34][CH2:33][O:32][CH2:31][CH2:30]3)[N:21]=[C:20]([N:5]3[C:6]4[C:11](=[CH:10][C:9]([C:12]5[CH:13]=[N:14][N:15]([CH3:17])[CH:16]=5)=[C:8]([C:18]#[N:19])[CH:7]=4)[N:2]([CH3:1])[CH:3]([CH3:35])[CH2:4]3)[C:24]=2[CH2:25]1)(=[O:45])[CH3:44]. The yield is 0.510. (4) The reactants are [F:1][C:2]1[CH:7]=[CH:6][CH:5]=[C:4]([F:8])[C:3]=1[N:9]1[C:14]2[N:15]=[C:16]([N:29]3[CH2:34][CH2:33][CH:32]([N:35]4[CH2:40][CH2:39][CH:38]([CH3:41])[CH2:37][CH2:36]4)[CH2:31][CH2:30]3)[N:17]=[C:18]([C:19]3[CH:20]=[C:21]([CH:25]=[CH:26][C:27]=3[CH3:28])[C:22]([OH:24])=O)[C:13]=2[CH:12]=[CH:11][C:10]1=[O:42].[CH3:43][N:44](C(ON1N=NC2C=CC=CC1=2)=[N+](C)C)C.F[P-](F)(F)(F)(F)F.C(N(CC)CC)C.CN. The catalyst is CN(C=O)C.C1COCC1. The product is [F:8][C:4]1[CH:5]=[CH:6][CH:7]=[C:2]([F:1])[C:3]=1[N:9]1[C:14]2[N:15]=[C:16]([N:29]3[CH2:34][CH2:33][CH:32]([N:35]4[CH2:36][CH2:37][CH:38]([CH3:41])[CH2:39][CH2:40]4)[CH2:31][CH2:30]3)[N:17]=[C:18]([C:19]3[CH:20]=[C:21]([CH:25]=[CH:26][C:27]=3[CH3:28])[C:22]([NH:44][CH3:43])=[O:24])[C:13]=2[CH:12]=[CH:11][C:10]1=[O:42]. The yield is 0.220. (5) The reactants are BrC1C=CC2[C:6](=O)[C:7]3C=C(F)C=C[C:8]=3[O:9][CH2:10]C=2C=1.Br[C:20]1[CH:39]=[CH:38][C:23]2/[C:24](=[C:34](/[CH3:37])\[C:35]#[N:36])/[C:25]3[CH:32]=[C:31]([F:33])[CH:30]=[CH:29][C:26]=3[O:27][CH2:28][C:22]=2[CH:21]=1.BrC1C=CC2/C(=C(\C)/C#N)/C3C=C(F)C=CC=3[O:48]CC=2C=1.BrC1C=CC2/C(=C3/C(CC#N)C/3)/C3C=CC=CC=3OCC=2C=1. No catalyst specified. The product is [C:35](/[C:34](=[C:24]1/[C:25]2[CH:32]=[C:31]([F:33])[CH:30]=[CH:29][C:26]=2[O:27][CH2:28][C:22]2[CH:21]=[C:20]([C:10]([O:9][CH2:8][CH2:7][CH3:6])=[O:48])[CH:39]=[CH:38][C:23]/1=2)/[CH3:37])#[N:36]. The yield is 0.210. (6) The reactants are [Br:1][C:2]1[CH:7]=[CH:6][C:5]([F:8])=[CH:4][C:3]=1[N+:9]([O-])=O.[CH:12]([Mg]Br)=[CH2:13].[NH4+].[Cl-]. The catalyst is C1COCC1.COCCOC. The product is [Br:1][C:2]1[CH:7]=[CH:6][C:5]([F:8])=[C:4]2[C:3]=1[NH:9][CH:13]=[CH:12]2. The yield is 0.570.